This data is from Full USPTO retrosynthesis dataset with 1.9M reactions from patents (1976-2016). The task is: Predict the reactants needed to synthesize the given product. (1) Given the product [CH2:1]([O:3][C:4]([C:6]1[C:7]([OH:30])([C:31]2[CH:36]=[CH:35][CH:34]=[CH:33][CH:32]=2)[C:8]2[C:13]([C:14]=1[C:15]1[CH:20]=[CH:19][CH:18]=[CH:17][CH:16]=1)=[CH:12][CH:11]=[C:10]([O:21][CH2:22][CH2:23][N:24]1[CH2:29][CH2:28][O:27][CH2:26][CH2:25]1)[CH:9]=2)=[O:5])[CH3:2], predict the reactants needed to synthesize it. The reactants are: [CH2:1]([O:3][C:4]([C:6]1[C:7](=[O:30])[C:8]2[C:13]([C:14]=1[C:15]1[CH:20]=[CH:19][CH:18]=[CH:17][CH:16]=1)=[CH:12][CH:11]=[C:10]([O:21][CH2:22][CH2:23][N:24]1[CH2:29][CH2:28][O:27][CH2:26][CH2:25]1)[CH:9]=2)=[O:5])[CH3:2].[C:31]1([Mg]Cl)[CH:36]=[CH:35][CH:34]=[CH:33][CH:32]=1. (2) The reactants are: Cl.[Br:2][C:3]1[CH:4]=[C:5]2[C:10](=[CH:11][N:12]=1)[N:9]([C@H:13]1[CH2:18][CH2:17][CH2:16][NH:15][CH2:14]1)[CH:8]=[C:7]([C:19]([O:21][CH2:22][CH3:23])=[O:20])[C:6]2=[O:24].Cl.Cl[CH2:27][CH2:28][N:29]([CH2:32][CH3:33])[CH2:30][CH3:31].C(=O)([O-])[O-].[K+].[K+]. Given the product [Br:2][C:3]1[CH:4]=[C:5]2[C:10](=[CH:11][N:12]=1)[N:9]([C@H:13]1[CH2:18][CH2:17][CH2:16][N:15]([CH2:27][CH2:28][N:29]([CH2:32][CH3:33])[CH2:30][CH3:31])[CH2:14]1)[CH:8]=[C:7]([C:19]([O:21][CH2:22][CH3:23])=[O:20])[C:6]2=[O:24], predict the reactants needed to synthesize it.